From a dataset of Catalyst prediction with 721,799 reactions and 888 catalyst types from USPTO. Predict which catalyst facilitates the given reaction. (1) Reactant: [CH3:1][O:2][CH2:3][O:4][C:5]1[CH:10]=[CH:9][CH:8]=[C:7]([O:11][CH2:12][O:13][CH3:14])[CH:6]=1.[Li]CCCC.[CH3:20][CH:21]([CH3:25])[C:22](Cl)=[O:23]. Product: [CH3:14][O:13][CH2:12][O:11][C:7]1[CH:8]=[CH:9][CH:10]=[C:5]([O:4][CH2:3][O:2][CH3:1])[C:6]=1[C:22](=[O:23])[CH:21]([CH3:25])[CH3:20]. The catalyst class is: 134. (2) Reactant: P([O-])(OCC)(SCC)=[S:2].[Cl:10][C:11]1[CH:12]=[C:13]([CH:35]=[CH:36][C:37]=1[O:38][CH3:39])[CH2:14][NH:15][C:16]1[C:25]2[C:20](=[CH:21][CH:22]=[C:23]([C:26]#[N:27])[CH:24]=2)[C:19]([N:28]2[CH2:33]CCC[CH:29]2O)=[N:18][N:17]=1.[CH:40]([OH:43])([CH3:42])[CH3:41]. Product: [Cl:10][C:11]1[CH:12]=[C:13]([CH:35]=[CH:36][C:37]=1[O:38][CH3:39])[CH2:14][NH:15][C:16]1[C:25]2[C:20](=[CH:21][CH:22]=[C:23]([C:26](=[S:2])[NH2:27])[CH:24]=2)[C:19]([N:28]2[CH2:33][CH2:42][CH:40]([OH:43])[CH2:41][CH2:29]2)=[N:18][N:17]=1. The catalyst class is: 6. (3) Reactant: [NH2:1][CH2:2][CH2:3][CH2:4][C@@H:5]([CH2:9][C:10]1[N:11]=[CH:12][N:13]2[C:22]3[C:17](=[CH:18][CH:19]=[CH:20][CH:21]=3)[CH2:16][CH2:15][C:14]=12)[C:6]([OH:8])=[O:7].[C:23]([O:27][CH:28]([O:32][C:33](OC1C=CC([N+]([O-])=O)=CC=1)=[O:34])[CH:29]([CH3:31])[CH3:30])(=[O:26])[CH2:24][CH3:25].O. Product: [CH:12]1[N:13]2[C:22]3[C:17]([CH2:16][CH2:15][C:14]2=[C:10]([CH2:9][C@H:5]([CH2:4][CH2:3][CH2:2][NH:1][C:33]([O:32][CH:28]([O:27][C:23](=[O:26])[CH2:24][CH3:25])[CH:29]([CH3:31])[CH3:30])=[O:34])[C:6]([OH:8])=[O:7])[N:11]=1)=[CH:18][CH:19]=[CH:20][CH:21]=3. The catalyst class is: 9. (4) Reactant: [Si:1]([O:18][CH2:19][C@H:20]1[O:24][C@@H:23]([N:25]2[CH:32]=[C:31]([CH3:33])[C:29](=[O:30])[NH:28][C:26]2=[O:27])[C@H:22]([O:34][CH2:35][CH2:36][O:37][CH3:38])[C@@H:21]1OC(OC1C=CC=C(C(C)(C)C)C=1)=S)([C:14]([CH3:17])([CH3:16])[CH3:15])([C:8]1[CH:13]=[CH:12][CH:11]=[CH:10][CH:9]=1)[C:2]1[CH:7]=[CH:6][CH:5]=[CH:4][CH:3]=1.[C:53]1([CH:59]=[CH:60][Sn](CCCC)(CCCC)CCCC)[CH:58]=[CH:57][CH:56]=[CH:55][CH:54]=1.CC(N=NC(C#N)(C)C)(C#N)C. Product: [Si:1]([O:18][CH2:19][C@H:20]1[O:24][C@@H:23]([N:25]2[CH:32]=[C:31]([CH3:33])[C:29](=[O:30])[NH:28][C:26]2=[O:27])[C@H:22]([O:34][CH2:35][CH2:36][O:37][CH3:38])[C@@H:21]1[CH:60]=[CH:59][C:53]1[CH:58]=[CH:57][CH:56]=[CH:55][CH:54]=1)([C:14]([CH3:17])([CH3:16])[CH3:15])([C:2]1[CH:3]=[CH:4][CH:5]=[CH:6][CH:7]=1)[C:8]1[CH:9]=[CH:10][CH:11]=[CH:12][CH:13]=1. The catalyst class is: 48. (5) Reactant: [Cl:1][C:2]1[CH:3]=[CH:4][C:5]([N:10]2[CH2:20][CH2:19][C:13]3[N:14]=[CH:15][N:16]=[C:17](Cl)[C:12]=3[CH2:11]2)=[C:6]([CH:9]=1)[C:7]#[N:8].[CH3:21][O:22][C:23]1[N:28]=[CH:27][C:26]([C@H:29]([NH2:31])[CH3:30])=[CH:25][N:24]=1.C(N(CC)C(C)C)(C)C. Product: [Cl:1][C:2]1[CH:3]=[CH:4][C:5]([N:10]2[CH2:20][CH2:19][C:13]3[N:14]=[CH:15][N:16]=[C:17]([NH:31][C@@H:29]([C:26]4[CH:25]=[N:24][C:23]([O:22][CH3:21])=[N:28][CH:27]=4)[CH3:30])[C:12]=3[CH2:11]2)=[C:6]([CH:9]=1)[C:7]#[N:8]. The catalyst class is: 10. (6) Reactant: C1(P(C2C=CC=CC=2)C2C=CC=CC=2)C=CC=CC=1.BrN1C(=O)CCC1=O.[CH3:28][S:29]([C:32]1[CH:33]=[C:34]([CH:42]([CH2:46][CH:47]2[CH2:51][CH2:50][CH2:49][CH2:48]2)[C:43](O)=[O:44])[CH:35]=[CH:36][C:37]=1[S:38]([CH3:41])(=[O:40])=[O:39])(=[O:31])=[O:30].[NH2:52][C:53]1[CH:58]=[CH:57][CH:56]=[CH:55][N:54]=1. Product: [CH3:28][S:29]([C:32]1[CH:33]=[C:34]([CH:42]([CH2:46][CH:47]2[CH2:48][CH2:49][CH2:50][CH2:51]2)[C:43]([NH:52][C:53]2[CH:58]=[CH:57][CH:56]=[CH:55][N:54]=2)=[O:44])[CH:35]=[CH:36][C:37]=1[S:38]([CH3:41])(=[O:40])=[O:39])(=[O:31])=[O:30]. The catalyst class is: 2.